Dataset: Reaction yield outcomes from USPTO patents with 853,638 reactions. Task: Predict the reaction yield, written as a fraction of the theoretical maximum amount of product (1.0 means a 100% yield; for example, 0.34 means a 34% yield). (1) The reactants are C([O:8][C:9]1[CH:14]=[CH:13][C:12]([C:15]([C:17]2[CH:22]=[CH:21][CH:20]=[C:19]([O:23][CH3:24])[C:18]=2[O:25][CH2:26][O:27][CH3:28])=[O:16])=[CH:11][CH:10]=1)C1C=CC=CC=1. The catalyst is [C].[Pd].O1CCCC1. The product is [OH:8][C:9]1[CH:14]=[CH:13][C:12]([C:15]([C:17]2[CH:22]=[CH:21][CH:20]=[C:19]([O:23][CH3:24])[C:18]=2[O:25][CH2:26][O:27][CH3:28])=[O:16])=[CH:11][CH:10]=1. The yield is 0.850. (2) The reactants are [Si:1]([O:8][CH2:9][C@H:10]1[O:14][C@@H:13]([N:15]2[CH:22]=[C:21]([I:23])[C:19]([NH2:20])=[N:18][C:16]2=[O:17])[CH2:12][C@@H:11]1[OH:24])([C:4]([CH3:7])([CH3:6])[CH3:5])([CH3:3])[CH3:2].[H-].[Na+].[CH2:27](Br)[CH:28]=[CH2:29].C([O-])(O)=O.[Na+]. The catalyst is C1COCC1. The product is [CH2:29]([O:24][C@@H:11]1[C@@H:10]([CH2:9][O:8][Si:1]([C:4]([CH3:7])([CH3:5])[CH3:6])([CH3:2])[CH3:3])[O:14][C@@H:13]([N:15]2[CH:22]=[C:21]([I:23])[C:19]([NH2:20])=[N:18][C:16]2=[O:17])[CH2:12]1)[CH:28]=[CH2:27]. The yield is 0.470. (3) The reactants are CN(OC)[C:3]([C:5]1[N:6]=[CH:7][N:8]2[C:13]3[CH:14]=[CH:15][CH:16]=[C:17]([CH2:18][CH2:19][N:20]4[CH2:25][CH2:24][N:23]([C:26]5[CH:35]=[CH:34][CH:33]=[C:32]6[C:27]=5[CH:28]=[CH:29][C:30]([CH3:36])=[N:31]6)[CH2:22][CH2:21]4)[C:12]=3[O:11][CH2:10][C:9]=12)=[O:4]. The catalyst is C1COCC1. The product is [CH3:36][C:30]1[CH:29]=[CH:28][C:27]2[C:32](=[CH:33][CH:34]=[CH:35][C:26]=2[N:23]2[CH2:22][CH2:21][N:20]([CH2:19][CH2:18][C:17]3[C:12]4[O:11][CH2:10][C:9]5=[C:5]([CH:3]=[O:4])[N:6]=[CH:7][N:8]5[C:13]=4[CH:14]=[CH:15][CH:16]=3)[CH2:25][CH2:24]2)[N:31]=1. The yield is 0.750. (4) The catalyst is CC#N. The reactants are CC1C=CC(S([O:11][CH2:12][CH2:13][CH2:14][NH:15][C:16]2[C:17](=[O:33])[N:18]([C:29]([CH3:32])([CH3:31])[CH3:30])[S:19](=[O:28])(=[O:27])[C:20]=2[C:21]2[CH:26]=[CH:25][CH:24]=[CH:23][CH:22]=2)(=O)=O)=CC=1.[OH:34][CH2:35][C:36]1[CH:37]=[C:38](O)[CH:39]=[CH:40][CH:41]=1.C([O-])([O-])=O.[K+].[K+]. The yield is 0.450. The product is [C:29]([N:18]1[C:17](=[O:33])[C:16]([NH:15][CH2:14][CH2:13][CH2:12][O:11][C:40]2[CH:39]=[CH:38][CH:37]=[C:36]([CH2:35][OH:34])[CH:41]=2)=[C:20]([C:21]2[CH:26]=[CH:25][CH:24]=[CH:23][CH:22]=2)[S:19]1(=[O:27])=[O:28])([CH3:30])([CH3:32])[CH3:31].